Dataset: Forward reaction prediction with 1.9M reactions from USPTO patents (1976-2016). Task: Predict the product of the given reaction. (1) Given the reactants [NH2:1][C:2]1[C:7]([C:8]#[N:9])=[CH:6][N:5]=[C:4](Cl)[N:3]=1.[C:11]([O:15][C:16]([N:18]1[CH2:23][CH2:22][CH:21]([NH2:24])[CH2:20][CH2:19]1)=[O:17])([CH3:14])([CH3:13])[CH3:12], predict the reaction product. The product is: [C:11]([O:15][C:16]([N:18]1[CH2:23][CH2:22][CH:21]([NH:24][C:4]2[N:3]=[C:2]([NH2:1])[C:7]([C:8]#[N:9])=[CH:6][N:5]=2)[CH2:20][CH2:19]1)=[O:17])([CH3:14])([CH3:12])[CH3:13]. (2) Given the reactants Cl[C:2]1[N:11]=[C:10]([N:12]2[CH2:17][CH2:16][O:15][CH2:14][CH2:13]2)[C:9]2[C:4](=[CH:5][C:6]([C:18]3[O:22][C:21]([C:23]([O:25][CH3:26])=[O:24])=[CH:20][CH:19]=3)=[CH:7][CH:8]=2)[N:3]=1.[CH3:27][N:28]([CH3:56])[C:29](=[O:55])[C:30]1[CH:35]=[CH:34][C:33]([NH:36][C:37]([NH:39][C:40]2[CH:45]=[CH:44][C:43](B3OC(C)(C)C(C)(C)O3)=[CH:42][CH:41]=2)=[O:38])=[CH:32][CH:31]=1.C(=O)([O-])[O-].[Cs+].[Cs+].C1(C)C=CC=CC=1, predict the reaction product. The product is: [CH3:27][N:28]([CH3:56])[C:29]([C:30]1[CH:31]=[CH:32][C:33]([NH:36][C:37](=[O:38])[NH:39][C:40]2[CH:41]=[CH:42][C:43]([C:2]3[N:11]=[C:10]([N:12]4[CH2:17][CH2:16][O:15][CH2:14][CH2:13]4)[C:9]4[C:4](=[CH:5][C:6]([C:18]5[O:22][C:21]([C:23]([O:25][CH3:26])=[O:24])=[CH:20][CH:19]=5)=[CH:7][CH:8]=4)[N:3]=3)=[CH:44][CH:45]=2)=[CH:34][CH:35]=1)=[O:55]. (3) Given the reactants [CH2:1]([O:3][C:4]([C@H:6]1[C@H:10](C(O)=O)[CH2:9][N:8]([CH2:14][C:15]2[CH:20]=[CH:19][CH:18]=[CH:17][CH:16]=2)[CH2:7]1)=[O:5])[CH3:2].C1C=CC(P(N=[N+]=[N-])(C2C=CC=CC=2)=O)=CC=1.CC[N:40](CC)CC.[CH3:45][Si:46]([CH:49](O)[CH3:50])([CH3:48])[CH3:47].[C:52]([O-:55])(O)=[O:53].[Na+], predict the reaction product. The product is: [CH2:1]([O:3][C:4]([C@H:6]1[C@H:10]([NH:40][C:52]([O:55][CH2:50][CH2:49][Si:46]([CH3:48])([CH3:47])[CH3:45])=[O:53])[CH2:9][N:8]([CH2:14][C:15]2[CH:16]=[CH:17][CH:18]=[CH:19][CH:20]=2)[CH2:7]1)=[O:5])[CH3:2]. (4) Given the reactants [C:1]([C:3]1[CH:4]=[C:5]([C:14]2[O:18][N:17]=[C:16]([C:19]3[CH:27]=[CH:26][C:25]4[N:24]5[CH2:28][CH2:29][CH:30]([CH2:31][C:32]([O:34]C(C)(C)C)=[O:33])[C:23]5=[CH:22][C:21]=4[CH:20]=3)[N:15]=2)[CH:6]=[C:7]([O:9][C:10]([F:13])([F:12])[F:11])[CH:8]=1)#[N:2].C1(SC)C=CC=CC=1.FC(F)(F)C(O)=O, predict the reaction product. The product is: [C:1]([C:3]1[CH:4]=[C:5]([C:14]2[O:18][N:17]=[C:16]([C:19]3[CH:27]=[CH:26][C:25]4[N:24]5[CH2:28][CH2:29][CH:30]([CH2:31][C:32]([OH:34])=[O:33])[C:23]5=[CH:22][C:21]=4[CH:20]=3)[N:15]=2)[CH:6]=[C:7]([O:9][C:10]([F:13])([F:11])[F:12])[CH:8]=1)#[N:2]. (5) The product is: [CH3:15][O:14][C@@H:11]1[CH2:12][CH2:13][NH:8][CH2:9][C@H:10]1[NH:16][C:17](=[O:23])[O:18][C:19]([CH3:21])([CH3:20])[CH3:22]. Given the reactants C([N:8]1[CH2:13][CH2:12][C@@H:11]([O:14][CH3:15])[C@H:10]([NH:16][C:17](=[O:23])[O:18][C:19]([CH3:22])([CH3:21])[CH3:20])[CH2:9]1)C1C=CC=CC=1.[H][H], predict the reaction product.